Dataset: Reaction yield outcomes from USPTO patents with 853,638 reactions. Task: Predict the reaction yield, written as a fraction of the theoretical maximum amount of product (1.0 means a 100% yield; for example, 0.34 means a 34% yield). (1) The reactants are [F:1][C:2]1[CH:10]=[CH:9][C:8]([CH2:11][C:12]2[C:21]3[C:16](=[CH:17][CH:18]=[CH:19][CH:20]=3)[C:15](=[O:22])[NH:14][N:13]=2)=[CH:7][C:3]=1[C:4](O)=[O:5].CN(C(ON1N=NC2C=CC=CC1=2)=[N+](C)C)C.F[P-](F)(F)(F)(F)F.C(N(C(C)C)C(C)C)C.[NH:56]1[CH2:61][CH2:60][CH:59]([O:62][CH2:63][CH2:64][N:65]2[CH2:70][CH2:69][CH2:68][CH2:67]C2)[CH2:58][CH2:57]1. The catalyst is CN(C=O)C. The product is [F:1][C:2]1[CH:10]=[CH:9][C:8]([CH2:11][C:12]2[C:21]3[C:16](=[CH:17][CH:18]=[CH:19][CH:20]=3)[C:15](=[O:22])[NH:14][N:13]=2)=[CH:7][C:3]=1[C:4]([N:56]1[CH2:57][CH2:58][CH:59]([O:62][CH2:63][CH2:64][N:65]2[CH2:70][CH2:69][CH2:68][CH2:67]2)[CH2:60][CH2:61]1)=[O:5]. The yield is 0.890. (2) The reactants are [CH3:1][NH2:2].[Cl:3][C:4]1[C:9]([CH2:10][CH:11]=O)=[CH:8][N:7]=[C:6]2[N:13]([S:16]([C:19]3[CH:25]=[CH:24][C:22]([CH3:23])=[CH:21][CH:20]=3)(=[O:18])=[O:17])[CH:14]=[CH:15][C:5]=12.[BH-](OC(C)=O)(OC(C)=O)OC(C)=O.[Na+].[BH4-].[Na+]. The catalyst is ClCCCl. The product is [Cl:3][C:4]1[C:9]([CH2:10][CH2:11][NH:2][CH3:1])=[CH:8][N:7]=[C:6]2[N:13]([S:16]([C:19]3[CH:25]=[CH:24][C:22]([CH3:23])=[CH:21][CH:20]=3)(=[O:18])=[O:17])[CH:14]=[CH:15][C:5]=12. The yield is 0.440. (3) The reactants are [CH3:1][C:2]1[N:3]([CH2:14][C:15]([O:17][CH2:18][CH3:19])=[O:16])[C:4]2[CH2:5][C:6]([CH3:13])([CH3:12])[CH2:7][C:8](=O)[C:9]=2[CH:10]=1.B.C1COCC1.CCOC(C)=O.CCO. The catalyst is C1COCC1. The product is [CH3:1][C:2]1[N:3]([CH2:14][C:15]([O:17][CH2:18][CH3:19])=[O:16])[C:4]2[CH2:5][C:6]([CH3:13])([CH3:12])[CH2:7][CH2:8][C:9]=2[CH:10]=1. The yield is 0.468. (4) The catalyst is [Cu]I.C1C=CC(/C=C/C(/C=C/C2C=CC=CC=2)=O)=CC=1.C1C=CC(/C=C/C(/C=C/C2C=CC=CC=2)=O)=CC=1.C1C=CC(/C=C/C(/C=C/C2C=CC=CC=2)=O)=CC=1.[Pd].[Pd].COCCOCCOC. The yield is 0.0900. The reactants are Cl[C:2]1[CH:3]=[C:4]([N:13]([CH:23]2[CH2:25][CH2:24]2)[CH2:14][C:15]2[CH:20]=[CH:19][C:18]([O:21][CH3:22])=[CH:17][CH:16]=2)[C:5]2[N:6]([C:8]([C:11]#[N:12])=[CH:9][N:10]=2)[N:7]=1.[C:26]1([NH2:33])[CH:31]=[CH:30][CH:29]=[C:28]([NH2:32])[CH:27]=1.C(=O)([O-])[O-].[Cs+].[Cs+].CC1(C)C2C(=C(P(C3C=CC=CC=3)C3C=CC=CC=3)C=CC=2)OC2C(P(C3C=CC=CC=3)C3C=CC=CC=3)=CC=CC1=2. The product is [NH2:32][C:28]1[CH:27]=[C:26]([NH:33][C:2]2[CH:3]=[C:4]([N:13]([CH:23]3[CH2:25][CH2:24]3)[CH2:14][C:15]3[CH:20]=[CH:19][C:18]([O:21][CH3:22])=[CH:17][CH:16]=3)[C:5]3[N:6]([C:8]([C:11]#[N:12])=[CH:9][N:10]=3)[N:7]=2)[CH:31]=[CH:30][CH:29]=1. (5) The reactants are [CH3:1][O:2][C:3]1[CH:12]=[C:11]2[C:6]([C:7]([CH2:13][C:14](=[N:21][NH:22][C:23](=O)[CH2:24][CH2:25][CH2:26][CH2:27][CH2:28]Cl)[C:15]3[CH:20]=[CH:19][CH:18]=[CH:17][N:16]=3)=[CH:8][CH:9]=[N:10]2)=[CH:5][CH:4]=1.[H-].[Na+]. No catalyst specified. The product is [CH3:1][O:2][C:3]1[CH:12]=[C:11]2[C:6]([C:7]([C:13]3[C:14]([C:15]4[CH:20]=[CH:19][CH:18]=[CH:17][N:16]=4)=[N:21][N:22]4[CH2:23][CH2:24][CH2:25][CH2:26][CH2:27][C:28]=34)=[CH:8][CH:9]=[N:10]2)=[CH:5][CH:4]=1. The yield is 0.390. (6) The reactants are C(OC(=O)[NH:7][CH2:8][CH2:9][N:10]1[C:18]2[C:13](=[CH:14][C:15]([F:23])=[C:16]([C:19]([F:22])([F:21])[F:20])[CH:17]=2)[CH:12]=[C:11]1[C:24](=O)[CH3:25])(C)(C)C.FC(F)(F)C(O)=O.[OH-].[Na+]. The catalyst is C(Cl)Cl. The product is [F:23][C:15]1[C:16]([C:19]([F:22])([F:21])[F:20])=[CH:17][C:18]2[N:10]3[CH2:9][CH2:8][NH:7][CH:24]([CH3:25])[C:11]3=[CH:12][C:13]=2[CH:14]=1. The yield is 0.780.